This data is from Catalyst prediction with 721,799 reactions and 888 catalyst types from USPTO. The task is: Predict which catalyst facilitates the given reaction. Reactant: [NH2:1][C@@H:2]([CH2:6][CH2:7][C:8]1[CH:13]=[CH:12][CH:11]=[CH:10][CH:9]=1)[C:3]([OH:5])=[O:4].C([O-])([O-])=O.[Na+].[Na+].Cl[C:21]([O:23][CH3:24])=[O:22]. Product: [CH3:24][O:23][C:21]([NH:1][C@@H:2]([CH2:6][CH2:7][C:8]1[CH:13]=[CH:12][CH:11]=[CH:10][CH:9]=1)[C:3]([OH:5])=[O:4])=[O:22]. The catalyst class is: 1.